This data is from Peptide-MHC class II binding affinity with 134,281 pairs from IEDB. The task is: Regression. Given a peptide amino acid sequence and an MHC pseudo amino acid sequence, predict their binding affinity value. This is MHC class II binding data. (1) The peptide sequence is FRKYTAFTIPSINNE. The MHC is H-2-IAb with pseudo-sequence H-2-IAb. The binding affinity (normalized) is 0.573. (2) The peptide sequence is EWEFVNTPPLVKLWY. The MHC is HLA-DPA10103-DPB10401 with pseudo-sequence HLA-DPA10103-DPB10401. The binding affinity (normalized) is 0.377. (3) The peptide sequence is TATSASAGWDTVLQS. The MHC is HLA-DQA10101-DQB10501 with pseudo-sequence HLA-DQA10101-DQB10501. The binding affinity (normalized) is 0.494. (4) The peptide sequence is APQINFFYYLGEPIV. The MHC is HLA-DQA10101-DQB10501 with pseudo-sequence HLA-DQA10101-DQB10501. The binding affinity (normalized) is 0.759. (5) The peptide sequence is VIFILLMLVTPSMAM. The MHC is DRB1_0401 with pseudo-sequence DRB1_0401. The binding affinity (normalized) is 0.766.